From a dataset of Forward reaction prediction with 1.9M reactions from USPTO patents (1976-2016). Predict the product of the given reaction. (1) Given the reactants C(OC(=O)[NH:7][C:8]1[CH2:9][O:10][CH2:11][C:12]([C:15]2[CH:20]=[CH:19][CH:18]=[C:17]([NH:21][C:22]([C:24]3[CH:29]=[CH:28][C:27]([Br:30])=[CH:26][N:25]=3)=[O:23])[CH:16]=2)([CH3:14])[N:13]=1)(C)(C)C.[ClH:32].O1CCOCC1, predict the reaction product. The product is: [ClH:32].[NH2:7][C:8]1[CH2:9][O:10][CH2:11][C:12]([C:15]2[CH:16]=[C:17]([NH:21][C:22]([C:24]3[CH:29]=[CH:28][C:27]([Br:30])=[CH:26][N:25]=3)=[O:23])[CH:18]=[CH:19][CH:20]=2)([CH3:14])[N:13]=1. (2) Given the reactants [NH2:1][C:2]1[N:7]=[C:6]([C:8](=[O:10])[CH3:9])[CH:5]=[CH:4][N:3]=1.[BH4-].[Na+].[Cl-].[NH4+], predict the reaction product. The product is: [NH2:1][C:2]1[N:7]=[C:6]([CH:8]([OH:10])[CH3:9])[CH:5]=[CH:4][N:3]=1. (3) Given the reactants [CH3:1][O:2][C:3]1[CH:40]=[CH:39][C:6]([CH2:7][N:8]([CH2:30][C:31]2[CH:36]=[CH:35][C:34]([O:37][CH3:38])=[CH:33][CH:32]=2)[C:9]2[N:14]=[CH:13][C:12]([C:15]3[C:16]4[CH2:29][CH2:28][NH:27][C:17]=4[N:18]=[C:19]([N:21]4[CH2:26][CH2:25][O:24][CH2:23][CH2:22]4)[N:20]=3)=[CH:11][N:10]=2)=[CH:5][CH:4]=1.Br[C:42]1[CH:47]=[CH:46][CH:45]=[CH:44][C:43]=1[CH3:48], predict the reaction product. The product is: [CH3:38][O:37][C:34]1[CH:33]=[CH:32][C:31]([CH2:30][N:8]([CH2:7][C:6]2[CH:5]=[CH:4][C:3]([O:2][CH3:1])=[CH:40][CH:39]=2)[C:9]2[N:10]=[CH:11][C:12]([C:15]3[C:16]4[CH2:29][CH2:28][N:27]([C:42]5[CH:47]=[CH:46][CH:45]=[CH:44][C:43]=5[CH3:48])[C:17]=4[N:18]=[C:19]([N:21]4[CH2:26][CH2:25][O:24][CH2:23][CH2:22]4)[N:20]=3)=[CH:13][N:14]=2)=[CH:36][CH:35]=1. (4) Given the reactants [NH2:1][CH2:2][C@@H:3]1[C@H:8]([CH3:9])[CH2:7][CH2:6][CH2:5][N:4]1[C:10]([C:12]1[C:17]([N:18]2[CH:22]=[CH:21][CH:20]=[N:19]2)=[CH:16][CH:15]=[C:14]([CH3:23])[N:13]=1)=[O:11].Cl[C:25]1[N:26]=[N:27][C:28]([C:31]([F:34])([F:33])[F:32])=[CH:29][CH:30]=1, predict the reaction product. The product is: [CH3:9][C@@H:8]1[CH2:7][CH2:6][CH2:5][N:4]([C:10]([C:12]2[C:17]([N:18]3[CH:22]=[CH:21][CH:20]=[N:19]3)=[CH:16][CH:15]=[C:14]([CH3:23])[N:13]=2)=[O:11])[C@@H:3]1[CH2:2][NH:1][C:25]1[N:26]=[N:27][C:28]([C:31]([F:34])([F:33])[F:32])=[CH:29][CH:30]=1. (5) Given the reactants C(OC([C:11]1[C:19]2[C:18]3CCC(CO)O[C:17]=3[CH:16]=[CH:15][C:14]=2[NH:13][C:12]=1C)=O)C1C=CC=CC=1.C(Br)(Br)(Br)[Br:28].C1(P(C2C=CC=CC=2)C2C=CC=CC=2)C=CC=CC=1.C(Cl)Cl.CO, predict the reaction product. The product is: [Br-:28].[NH:13]1[C:14]2[C:19](=[CH:18][CH:17]=[CH:16][CH:15]=2)[CH:11]=[CH:12]1. (6) Given the reactants [Cl:1][C:2]1[C:6]([Cl:7])=[C:5]([CH2:8][CH3:9])[NH:4][C:3]=1[C:10]([OH:12])=O.Cl.[NH2:14][CH:15]1[CH2:20][CH2:19][N:18]([C:21]2[S:22][C:23]([C:26]([NH2:28])=[O:27])=[CH:24][N:25]=2)[CH2:17][CH2:16]1, predict the reaction product. The product is: [Cl:1][C:2]1[C:6]([Cl:7])=[C:5]([CH2:8][CH3:9])[NH:4][C:3]=1[C:10]([NH:14][CH:15]1[CH2:20][CH2:19][N:18]([C:21]2[S:22][C:23]([C:26]([NH2:28])=[O:27])=[CH:24][N:25]=2)[CH2:17][CH2:16]1)=[O:12]. (7) Given the reactants [CH2:1]([O:3][C:4]([C:6]1([C:9]2[CH:14]=[CH:13][C:12]([C:15]3[CH:20]=[CH:19][C:18]([C:21]4[O:25][N:24]=[C:23]([CH3:26])[C:22]=4[CH2:27][N:28]4[CH:32]=[C:31](Br)[CH:30]=[N:29]4)=[CH:17][CH:16]=3)=[CH:11][CH:10]=2)[CH2:8][CH2:7]1)=[O:5])[CH3:2].[C:34]1(B(O)O)[CH:39]=[CH:38][CH:37]=[CH:36][CH:35]=1.C1(C)C=CC=CC=1P(C1C=CC=CC=1C)C1C=CC=CC=1C.C(=O)(O)[O-].[Na+], predict the reaction product. The product is: [CH2:1]([O:3][C:4]([C:6]1([C:9]2[CH:14]=[CH:13][C:12]([C:15]3[CH:20]=[CH:19][C:18]([C:21]4[O:25][N:24]=[C:23]([CH3:26])[C:22]=4[CH2:27][N:28]4[CH:32]=[C:31]([C:34]5[CH:39]=[CH:38][CH:37]=[CH:36][CH:35]=5)[CH:30]=[N:29]4)=[CH:17][CH:16]=3)=[CH:11][CH:10]=2)[CH2:8][CH2:7]1)=[O:5])[CH3:2].